From a dataset of Reaction yield outcomes from USPTO patents with 853,638 reactions. Predict the reaction yield, written as a fraction of the theoretical maximum amount of product (1.0 means a 100% yield; for example, 0.34 means a 34% yield). (1) The reactants are [CH3:1][O:2][C:3]1[CH:30]=[CH:29][CH:28]=[CH:27][C:4]=1[C:5]([C:7]1[CH:12]=[CH:11][C:10]([CH3:13])=[CH:9][C:8]=1[NH:14][C:15](=[O:26])[NH:16][C:17]1[S:18][CH:19]=[C:20]([CH2:22][C:23]([OH:25])=O)[N:21]=1)=[O:6].[CH3:31][S:32]([CH2:35][CH2:36][NH2:37])(=[O:34])=[O:33]. No catalyst specified. The product is [CH3:31][S:32]([CH2:35][CH2:36][NH:37][C:23](=[O:25])[CH2:22][C:20]1[N:21]=[C:17]([NH:16][C:15]([NH:14][C:8]2[CH:9]=[C:10]([CH3:13])[CH:11]=[CH:12][C:7]=2[C:5](=[O:6])[C:4]2[CH:27]=[CH:28][CH:29]=[CH:30][C:3]=2[O:2][CH3:1])=[O:26])[S:18][CH:19]=1)(=[O:34])=[O:33]. The yield is 0.680. (2) The reactants are [OH:1][CH2:2][CH2:3][CH:4]1[CH2:9][CH2:8][S:7](=[O:11])(=[O:10])[CH2:6][CH2:5]1.CCN(C(C)C)C(C)C.[CH3:21][S:22](Cl)(=[O:24])=[O:23]. The catalyst is C(Cl)Cl.O. The product is [CH3:21][S:22]([O:1][CH2:2][CH2:3][CH:4]1[CH2:5][CH2:6][S:7](=[O:11])(=[O:10])[CH2:8][CH2:9]1)(=[O:24])=[O:23]. The yield is 0.860. (3) The reactants are Br[C:2]1[CH:3]=[C:4]([N:13]([C@H:16]2[CH2:21][CH2:20][C@H:19]([NH:22][C:23]([O:25][C:26]([CH3:29])([CH3:28])[CH3:27])=[O:24])[CH2:18][CH2:17]2)[CH2:14][CH3:15])[C:5]([CH3:12])=[C:6]([CH:11]=1)[C:7]([O:9][CH3:10])=[O:8].[OH:30][C:31]1[CH:36]=[CH:35][C:34](B(O)O)=[CH:33][CH:32]=1.C([O-])([O-])=O.[Na+].[Na+]. The catalyst is O1CCOCC1.O.C1C=CC([P]([Pd]([P](C2C=CC=CC=2)(C2C=CC=CC=2)C2C=CC=CC=2)([P](C2C=CC=CC=2)(C2C=CC=CC=2)C2C=CC=CC=2)[P](C2C=CC=CC=2)(C2C=CC=CC=2)C2C=CC=CC=2)(C2C=CC=CC=2)C2C=CC=CC=2)=CC=1. The product is [C:26]([O:25][C:23]([NH:22][C@H:19]1[CH2:20][CH2:21][C@H:16]([N:13]([CH2:14][CH3:15])[C:4]2[C:5]([CH3:12])=[C:6]([C:7]([O:9][CH3:10])=[O:8])[CH:11]=[C:2]([C:34]3[CH:35]=[CH:36][C:31]([OH:30])=[CH:32][CH:33]=3)[CH:3]=2)[CH2:17][CH2:18]1)=[O:24])([CH3:28])([CH3:27])[CH3:29]. The yield is 0.870. (4) The reactants are Cl.[CH3:2][C:3]1([CH3:21])[CH2:7][C:6]2[C:8]([CH3:20])=[C:9]([N:14]3[CH2:19][CH2:18][NH:17][CH2:16][CH2:15]3)[C:10]([CH3:13])=[C:11]([CH3:12])[C:5]=2[O:4]1.Br[C:23]1[CH:28]=[CH:27][C:26]([O:29][CH3:30])=[C:25]([O:31][CH3:32])[CH:24]=1. No catalyst specified. The product is [CH3:30][O:29][C:26]1[CH:27]=[C:28]([N:17]2[CH2:16][CH2:15][N:14]([C:9]3[C:10]([CH3:13])=[C:11]([CH3:12])[C:5]4[O:4][C:3]([CH3:21])([CH3:2])[CH2:7][C:6]=4[C:8]=3[CH3:20])[CH2:19][CH2:18]2)[CH:23]=[CH:24][C:25]=1[O:31][CH3:32]. The yield is 0.320. (5) The reactants are [NH:1]1[C:6]2[CH:7]=[CH:8][S:9][C:5]=2[C:4](=[O:10])[O:3][C:2]1=[O:11].[CH2:12](Br)[C:13]1[CH:18]=[CH:17][CH:16]=[CH:15][CH:14]=1.C(=O)([O-])[O-].[K+].[K+]. The catalyst is CN(C)C=O.O. The product is [CH2:12]([N:1]1[C:6]2[CH:7]=[CH:8][S:9][C:5]=2[C:4](=[O:10])[O:3][C:2]1=[O:11])[C:13]1[CH:18]=[CH:17][CH:16]=[CH:15][CH:14]=1. The yield is 0.800.